From a dataset of Reaction yield outcomes from USPTO patents with 853,638 reactions. Predict the reaction yield, written as a fraction of the theoretical maximum amount of product (1.0 means a 100% yield; for example, 0.34 means a 34% yield). (1) The reactants are [N:1]1[CH:6]=[CH:5][CH:4]=[C:3]([CH2:7][OH:8])[CH:2]=1.[H-].[Na+].Cl[C:12]1[C:17]([S:18][C:19]2[CH:20]=[C:21]([NH:25][C:26](=[O:28])[CH3:27])[CH:22]=[CH:23][CH:24]=2)=[CH:16][N:15]=[C:14]([N:29]2[CH2:34][CH2:33][N:32]([CH3:35])[CH2:31][CH2:30]2)[N:13]=1.CO. The catalyst is CN(C=O)C. The product is [CH3:35][N:32]1[CH2:33][CH2:34][N:29]([C:14]2[N:15]=[C:16]([O:8][CH2:7][C:3]3[CH:2]=[N:1][CH:6]=[CH:5][CH:4]=3)[C:17]([S:18][C:19]3[CH:20]=[C:21]([NH:25][C:26](=[O:28])[CH3:27])[CH:22]=[CH:23][CH:24]=3)=[CH:12][N:13]=2)[CH2:30][CH2:31]1. The yield is 0.830. (2) The reactants are FC(F)(F)S(O[C:7]1[C:15]2[C:10](=[CH:11][N:12]=[CH:13][CH:14]=2)[O:9][C:8]=1[C:16]1[N:21]=[CH:20][CH:19]=[CH:18][N:17]=1)(=O)=O.[NH2:24][C:25]1[CH:33]=[CH:32][C:31]([Cl:34])=[C:30]2[C:26]=1[C:27]([CH2:42][CH3:43])=[N:28][N:29]2[C:35]([O:37][C:38]([CH3:41])([CH3:40])[CH3:39])=[O:36].[O-]P([O-])([O-])=O.[K+].[K+].[K+]. The catalyst is C1(C)C=CC=CC=1.C1C=CC(/C=C/C(/C=C/C2C=CC=CC=2)=O)=CC=1.C1C=CC(/C=C/C(/C=C/C2C=CC=CC=2)=O)=CC=1.C1C=CC(/C=C/C(/C=C/C2C=CC=CC=2)=O)=CC=1.[Pd].[Pd].CC1(C)C2C(=C(P(C3C=CC=CC=3)C3C=CC=CC=3)C=CC=2)OC2C(P(C3C=CC=CC=3)C3C=CC=CC=3)=CC=CC1=2. The product is [Cl:34][C:31]1[CH:32]=[CH:33][C:25]([NH:24][C:7]2[C:15]3[C:10](=[CH:11][N:12]=[CH:13][CH:14]=3)[O:9][C:8]=2[C:16]2[N:21]=[CH:20][CH:19]=[CH:18][N:17]=2)=[C:26]2[C:30]=1[N:29]([C:35]([O:37][C:38]([CH3:39])([CH3:40])[CH3:41])=[O:36])[N:28]=[C:27]2[CH2:42][CH3:43]. The yield is 0.714. (3) The reactants are [CH:1]([N:4]1[C:8]([C:9]2[CH:10]=[C:11]([NH2:17])[CH:12]=[CH:13][C:14]=2[O:15][CH3:16])=[CH:7][CH:6]=[N:5]1)([CH3:3])[CH3:2].[Cl:18][C:19]1[CH:20]=[C:21]([N:26]=[C:27]=[O:28])[CH:22]=[CH:23][C:24]=1[F:25]. No catalyst specified. The product is [Cl:18][C:19]1[CH:20]=[C:21]([NH:26][C:27]([NH:17][C:11]2[CH:12]=[CH:13][C:14]([O:15][CH3:16])=[C:9]([C:8]3[N:4]([CH:1]([CH3:3])[CH3:2])[N:5]=[CH:6][CH:7]=3)[CH:10]=2)=[O:28])[CH:22]=[CH:23][C:24]=1[F:25]. The yield is 0.520.